From a dataset of Full USPTO retrosynthesis dataset with 1.9M reactions from patents (1976-2016). Predict the reactants needed to synthesize the given product. (1) Given the product [CH:1]1([C:6]2([CH2:14][CH2:15][C:16]3[CH:21]=[CH:20][C:19]([O:22][CH:23]([CH3:24])[CH3:25])=[C:18]([F:26])[CH:17]=3)[O:11][C:10](=[O:12])[C:9]([CH2:33][C:30]3[CH:29]=[C:28]([CH3:27])[O:32][N:31]=3)=[C:8]([OH:13])[CH2:7]2)[CH2:5][CH2:4][CH2:3][CH2:2]1, predict the reactants needed to synthesize it. The reactants are: [CH:1]1([C:6]2([CH2:14][CH2:15][C:16]3[CH:21]=[CH:20][C:19]([O:22][CH:23]([CH3:25])[CH3:24])=[C:18]([F:26])[CH:17]=3)[O:11][C:10](=[O:12])[CH2:9][C:8](=[O:13])[CH2:7]2)[CH2:5][CH2:4][CH2:3][CH2:2]1.[CH3:27][C:28]1[O:32][N:31]=[C:30]([CH:33]=O)[CH:29]=1.[Al+3].[Cl-].[Cl-].[Cl-]. (2) Given the product [OH:19][CH2:18][C@@H:17]([N:16]1[C:14]2=[N:15][C:10]([C:8]3[CH:9]=[C:4]([CH:1]([CH3:3])[CH3:2])[CH:5]=[CH:6][C:7]=3[O:26][CH3:27])=[CH:11][CH:12]=[C:13]2[NH:23][C:37]1=[O:38])[CH:20]([CH3:22])[CH3:21], predict the reactants needed to synthesize it. The reactants are: [CH:1]([C:4]1[CH:5]=[CH:6][C:7]([O:26][CH3:27])=[C:8]([C:10]2[N:15]=[C:14]([NH:16][C@@H:17]([CH:20]([CH3:22])[CH3:21])[CH2:18][OH:19])[C:13]([N+:23]([O-])=O)=[CH:12][CH:11]=2)[CH:9]=1)([CH3:3])[CH3:2].ClC1N=C(N[C@@H](C(C)C)[CH2:37][OH:38])C([N+]([O-])=O)=CC=1.C(C1C=CC(OC)=C(B(O)O)C=1)(C)C.C(=O)([O-])[O-].[K+].[K+]. (3) Given the product [CH3:8][C:5]1[CH:6]=[CH:7][C:2]([C:15]2[CH:16]=[CH:17][C:12]([C:9]([OH:11])=[O:10])=[CH:13][CH:14]=2)=[N:3][CH:4]=1, predict the reactants needed to synthesize it. The reactants are: Br[C:2]1[CH:7]=[CH:6][C:5]([CH3:8])=[CH:4][N:3]=1.[C:9]([C:12]1[CH:17]=[CH:16][C:15](OB(O)O)=[CH:14][CH:13]=1)([OH:11])=[O:10]. (4) Given the product [CH3:26][CH:24]([CH3:25])[C@H:23]([NH:27][C:28](=[O:31])[O:29][CH3:30])[C:22](=[O:32])[N:14]1[C:15]2[C:20](=[CH:19][CH:18]=[CH:17][CH:16]=2)[CH2:21][C@H:13]1[C:11]1[NH:12][C:8]([C:5]2[CH:6]=[CH:7][C:2]([B:33]3[O:37][C:36]([CH3:39])([CH3:38])[C:35]([CH3:41])([CH3:40])[O:34]3)=[CH:3][CH:4]=2)=[CH:9][N:10]=1, predict the reactants needed to synthesize it. The reactants are: Br[C:2]1[CH:7]=[CH:6][C:5]([C:8]2[NH:12][C:11]([C@@H:13]3[CH2:21][C:20]4[C:15](=[CH:16][CH:17]=[CH:18][CH:19]=4)[N:14]3[C:22](=[O:32])[C@@H:23]([NH:27][C:28](=[O:31])[O:29][CH3:30])[CH:24]([CH3:26])[CH3:25])=[N:10][CH:9]=2)=[CH:4][CH:3]=1.[B:33]1([B:33]2[O:37][C:36]([CH3:39])([CH3:38])[C:35]([CH3:41])([CH3:40])[O:34]2)[O:37][C:36]([CH3:39])([CH3:38])[C:35]([CH3:41])([CH3:40])[O:34]1.CC([O-])=O.[K+]. (5) Given the product [CH3:33][O:32][C:29]1[N:28]=[CH:27][C:26]([C:22]2[CH:21]=[C:20]([C:18]3[CH2:17][C:16](=[O:34])[NH:15][C:9]4[CH:10]=[C:11]([C:38]([F:41])([F:40])[F:39])[CH:12]=[CH:13][C:8]=4[N:7]=3)[CH:25]=[CH:24][CH:23]=2)=[CH:31][CH:30]=1, predict the reactants needed to synthesize it. The reactants are: C(OC(=O)[NH:7][C:8]1[CH:13]=[CH:12][C:11](Cl)=[CH:10][C:9]=1[NH:15][C:16](=[O:34])[CH2:17][C:18]([C:20]1[CH:25]=[CH:24][CH:23]=[C:22]([C:26]2[CH:27]=[N:28][C:29]([O:32][CH3:33])=[CH:30][CH:31]=2)[CH:21]=1)=O)(C)(C)C.C(O)([C:38]([F:41])([F:40])[F:39])=O. (6) Given the product [Cl:1][C:2]1[C:6]([Cl:7])=[C:5]([CH3:8])[NH:4][C:3]=1[C:9]([NH:11][CH:12]1[CH2:17][CH2:16][N:15]([C:18]2[CH:23]=[C:22]([C:24]3[O:25][C:32](=[O:33])[NH:27][N:26]=3)[CH:21]=[C:20]([Cl:28])[N:19]=2)[CH2:14][CH2:13]1)=[O:10], predict the reactants needed to synthesize it. The reactants are: [Cl:1][C:2]1[C:6]([Cl:7])=[C:5]([CH3:8])[NH:4][C:3]=1[C:9]([NH:11][CH:12]1[CH2:17][CH2:16][N:15]([C:18]2[CH:23]=[C:22]([C:24]([NH:26][NH2:27])=[O:25])[CH:21]=[C:20]([Cl:28])[N:19]=2)[CH2:14][CH2:13]1)=[O:10].CN([CH:32]=[O:33])C. (7) Given the product [Br:18][CH2:19][CH2:20][N:3]1[C:4](=[O:11])[C:5]2[CH:10]=[CH:9][CH:8]=[CH:7][C:6]=2[N:1]=[N:2]1, predict the reactants needed to synthesize it. The reactants are: [N:1]1[C:6]2[CH:7]=[CH:8][CH:9]=[CH:10][C:5]=2[C:4](=[O:11])[NH:3][N:2]=1.C(=O)([O-])[O-].[K+].[K+].[Br:18][CH:19](Br)[CH3:20]. (8) Given the product [CH2:1]([O:3][C:4](=[O:25])[C@@H:5]([NH:9][C:10](=[O:24])[C:11]1[CH:16]=[CH:15][C:14]([N:17]2[CH2:22][CH2:21][CH:20]([NH:26][CH2:27][C@H:28]([OH:29])[C:30]3[CH:31]=[CH:32][C:33]([OH:41])=[C:34]([NH:36][S:37]([CH3:40])(=[O:39])=[O:38])[CH:35]=3)[CH2:19][CH2:18]2)=[CH:13][CH:12]=1)[CH:6]([CH3:8])[CH3:7])[CH3:2], predict the reactants needed to synthesize it. The reactants are: [CH2:1]([O:3][C:4](=[O:25])[C@@H:5]([NH:9][C:10](=[O:24])[C:11]1[CH:16]=[CH:15][C:14]([N:17]2[CH2:22][CH2:21][C:20](=O)[CH2:19][CH2:18]2)=[CH:13][CH:12]=1)[CH:6]([CH3:8])[CH3:7])[CH3:2].[NH2:26][CH2:27][C@@H:28]([C:30]1[CH:31]=[CH:32][C:33]([OH:41])=[C:34]([NH:36][S:37]([CH3:40])(=[O:39])=[O:38])[CH:35]=1)[OH:29].